From a dataset of Reaction yield outcomes from USPTO patents with 853,638 reactions. Predict the reaction yield, written as a fraction of the theoretical maximum amount of product (1.0 means a 100% yield; for example, 0.34 means a 34% yield). (1) The reactants are [Cl:1][CH2:2][CH2:3][CH2:4][N:5]1[CH2:10][C:9]2[CH:11]=[CH:12][CH:13]=[CH:14][C:8]=2[N:7]([C:15]2[CH:20]=[CH:19][CH:18]=[CH:17][CH:16]=2)[S:6]1(=[O:22])=[O:21].[CH3:23][NH2:24]. The catalyst is O1CCCC1. The product is [ClH:1].[O:21]=[S:6]1(=[O:22])[N:5]([CH2:4][CH2:3][CH2:2][NH:24][CH3:23])[CH2:10][C:9]2[CH:11]=[CH:12][CH:13]=[CH:14][C:8]=2[N:7]1[C:15]1[CH:20]=[CH:19][CH:18]=[CH:17][CH:16]=1. The yield is 0.920. (2) The reactants are [NH2:1][C:2]1[N:6]([CH2:7][CH2:8][OH:9])[N:5]=[C:4]([C:10]([CH3:13])([CH3:12])[CH3:11])[CH:3]=1.[C:14]([Si:18]([CH3:21])([CH3:20])Cl)([CH3:17])([CH3:16])[CH3:15].N1C=CN=C1. The catalyst is CN(C=O)C.[NH4+].[Cl-].C(Cl)Cl. The product is [C:10]([C:4]1[CH:3]=[C:2]([NH2:1])[N:6]([CH2:7][CH2:8][O:9][Si:18]([C:14]([CH3:17])([CH3:16])[CH3:15])([CH3:21])[CH3:20])[N:5]=1)([CH3:13])([CH3:12])[CH3:11]. The yield is 0.700.